This data is from Catalyst prediction with 721,799 reactions and 888 catalyst types from USPTO. The task is: Predict which catalyst facilitates the given reaction. (1) Reactant: [C:1]([O:4][C:5]1[C:6](=[CH:10][CH:11]=[CH:12][CH:13]=1)[C:7](Cl)=[O:8])(=[O:3])[CH3:2].[CH3:14][S:15][C:16]1[S:20][C:19]([NH2:21])=[N:18][CH:17]=1.C(N(CC)CC)C. Product: [C:1]([O:4][C:5]1[CH:13]=[CH:12][CH:11]=[CH:10][C:6]=1[C:7](=[O:8])[NH:21][C:19]1[S:20][C:16]([S:15][CH3:14])=[CH:17][N:18]=1)(=[O:3])[CH3:2]. The catalyst class is: 1. (2) Reactant: [C:1]([C:3]1[CH:4]=[C:5]([CH:10]([CH3:14])[C:11]([OH:13])=O)[CH:6]=[CH:7][C:8]=1[F:9])#[N:2].CN(C)CCCN=C=NCC.ON1C2C=CC=CC=2N=N1.C(N(CC)CC)C.[CH3:43][CH:44]1[CH2:49][CH2:48][N:47]([C:50]2[C:55]([CH2:56][NH2:57])=[CH:54][CH:53]=[C:52]([C:58]([F:61])([F:60])[F:59])[N:51]=2)[CH2:46][CH2:45]1. Product: [C:1]([C:3]1[CH:4]=[C:5]([CH:10]([CH3:14])[C:11]([NH:57][CH2:56][C:55]2[C:50]([N:47]3[CH2:48][CH2:49][CH:44]([CH3:43])[CH2:45][CH2:46]3)=[N:51][C:52]([C:58]([F:61])([F:59])[F:60])=[CH:53][CH:54]=2)=[O:13])[CH:6]=[CH:7][C:8]=1[F:9])#[N:2]. The catalyst class is: 38. (3) Reactant: [CH3:1][O:2][CH2:3][O:4][CH2:5][C@H:6]1[CH2:11][CH:10]([C:12]([O:14][C:15]([CH3:18])([CH3:17])[CH3:16])=[O:13])[C:9](=[O:19])[CH2:8][N:7]1[C:20]([O:22][CH2:23][CH:24]=[CH2:25])=[O:21].C(O)(=O)C.C([BH3-])#N.[Na+]. Product: [OH:19][CH:9]1[CH2:8][N:7]([C:20]([O:22][CH2:23][CH:24]=[CH2:25])=[O:21])[C@@H:6]([CH2:5][O:4][CH2:3][O:2][CH3:1])[CH2:11][CH:10]1[C:12]([O:14][C:15]([CH3:18])([CH3:17])[CH3:16])=[O:13]. The catalyst class is: 5. (4) Reactant: [NH2:1][C:2]1[CH:11]=[CH:10][C:9]2[C:4](=[CH:5][CH:6]=[CH:7][CH:8]=2)[CH:3]=1.Br[CH:13]([CH2:19][CH3:20])[C:14]([O:16][CH2:17][CH3:18])=[O:15]. Product: [CH2:17]([O:16][C:14](=[O:15])[CH:13]([NH:1][C:2]1[CH:11]=[CH:10][C:9]2[C:4](=[CH:5][CH:6]=[CH:7][CH:8]=2)[CH:3]=1)[CH2:19][CH3:20])[CH3:18]. The catalyst class is: 22. (5) Reactant: [CH3:1][S:2]([N:5]1[CH2:10][CH:9]=[C:8]([C:11]2[CH:12]=[C:13]3[CH2:19][C@@:18]([CH3:26])([CH:20]4[CH2:25][CH2:24][NH:23][CH2:22][CH2:21]4)[O:17][C:14]3=[CH:15][N:16]=2)[CH2:7][CH2:6]1)(=[O:4])=[O:3].Cl[C:28]1[N:33]=[CH:32][C:31]([Cl:34])=[CH:30][N:29]=1.C(=O)([O-])[O-].[K+].[K+]. Product: [Cl:34][C:31]1[CH:30]=[N:29][C:28]([N:23]2[CH2:24][CH2:25][CH:20]([C@@:18]3([CH3:26])[O:17][C:14]4=[CH:15][N:16]=[C:11]([C:8]5[CH2:9][CH2:10][N:5]([S:2]([CH3:1])(=[O:3])=[O:4])[CH2:6][CH:7]=5)[CH:12]=[C:13]4[CH2:19]3)[CH2:21][CH2:22]2)=[N:33][CH:32]=1. The catalyst class is: 16. (6) Reactant: [S:1]1[C:5]([CH:6]=O)=[CH:4][C:3]2[CH:8]=[CH:9][CH:10]=[CH:11][C:2]1=2.[N+:12]([CH3:15])([O-:14])=[O:13].[OH-].[Na+]. Product: [N+:12]([CH:15]=[CH:6][C:5]1[S:1][C:2]2[CH:11]=[CH:10][CH:9]=[CH:8][C:3]=2[CH:4]=1)([O-:14])=[O:13]. The catalyst class is: 8. (7) Reactant: CS([O:5][C@@H:6]1[CH2:10][CH2:9][O:8][CH2:7]1)(=O)=O.[F:11][C:12]1[CH:17]=[CH:16][C:15]([C:18]2[C:23]([CH3:24])=[CH:22][C:21](O)=[CH:20][C:19]=2[CH3:26])=[CH:14][C:13]=1[CH2:27][OH:28].C(=O)([O-])[O-].[Cs+].[Cs+]. Product: [F:11][C:12]1[CH:17]=[CH:16][C:15]([C:18]2[C:19]([CH3:26])=[CH:20][C:21]([O:5][C@H:6]3[CH2:10][CH2:9][O:8][CH2:7]3)=[CH:22][C:23]=2[CH3:24])=[CH:14][C:13]=1[CH2:27][OH:28]. The catalyst class is: 9.